From a dataset of Catalyst prediction with 721,799 reactions and 888 catalyst types from USPTO. Predict which catalyst facilitates the given reaction. (1) Reactant: S(O)(O)(=O)=O.[NH2:6][C:7]1[C:12]([NH2:13])=[C:11]([NH2:14])[N:10]=[CH:9][N:8]=1.C(=O)(O)[O-].[Na+].[OH:20][C:21]1[CH:22]=[C:23]([C:27]([C:29]([C:31]2[CH:36]=[CH:35][CH:34]=[C:33]([OH:37])[CH:32]=2)=O)=O)[CH:24]=[CH:25][CH:26]=1. Product: [OH:20][C:21]1[CH:22]=[C:23]([C:27]2[N:13]=[C:12]3[C:11](=[N:14][C:29]=2[C:31]2[CH:36]=[CH:35][CH:34]=[C:33]([OH:37])[CH:32]=2)[N:10]=[CH:9][N:8]=[C:7]3[NH2:6])[CH:24]=[CH:25][CH:26]=1. The catalyst class is: 6. (2) Reactant: [H-].[Na+].[F:3][C:4]1[CH:9]=[CH:8][C:7]([OH:10])=[CH:6][CH:5]=1.[Cl:11][C:12]1[CH:28]=[C:27]([S:29]([CH3:32])(=[O:31])=[O:30])[CH:26]=[CH:25][C:13]=1[CH2:14][NH:15][C:16](=[O:24])[C:17]1[CH:22]=[CH:21][C:20](F)=[N:19][CH:18]=1. Product: [Cl:11][C:12]1[CH:28]=[C:27]([S:29]([CH3:32])(=[O:31])=[O:30])[CH:26]=[CH:25][C:13]=1[CH2:14][NH:15][C:16](=[O:24])[C:17]1[CH:22]=[CH:21][C:20]([O:10][C:7]2[CH:8]=[CH:9][C:4]([F:3])=[CH:5][CH:6]=2)=[N:19][CH:18]=1. The catalyst class is: 80. (3) Reactant: [C:1]([C:3]1[CH:4]=[C:5]([CH3:12])[C:6]([C:9](O)=[O:10])=[N:7][CH:8]=1)#[N:2].C(Cl)(=O)C([Cl:16])=O.CN(C)C=O.C1(C)C=CC=CC=1. Product: [C:1]([C:3]1[CH:4]=[C:5]([CH3:12])[C:6]([C:9]([Cl:16])=[O:10])=[N:7][CH:8]=1)#[N:2]. The catalyst class is: 4. (4) Reactant: [C:1]1([NH2:8])[CH:6]=[CH:5][CH:4]=[CH:3][C:2]=1[NH2:7].[Br:9][C:10]1[CH:17]=[CH:16][C:13]([CH:14]=O)=[CH:12][CH:11]=1.CC1C=CC(S(O)(=O)=O)=CC=1. Product: [Br:9][C:10]1[CH:17]=[CH:16][C:13]([C:14]2[NH:8][C:1]3[CH:6]=[CH:5][CH:4]=[CH:3][C:2]=3[N:7]=2)=[CH:12][CH:11]=1. The catalyst class is: 11.